Dataset: NCI-60 drug combinations with 297,098 pairs across 59 cell lines. Task: Regression. Given two drug SMILES strings and cell line genomic features, predict the synergy score measuring deviation from expected non-interaction effect. Drug 2: CC1CCC2CC(C(=CC=CC=CC(CC(C(=O)C(C(C(=CC(C(=O)CC(OC(=O)C3CCCCN3C(=O)C(=O)C1(O2)O)C(C)CC4CCC(C(C4)OC)O)C)C)O)OC)C)C)C)OC. Drug 1: CC1=C(C=C(C=C1)C(=O)NC2=CC(=CC(=C2)C(F)(F)F)N3C=C(N=C3)C)NC4=NC=CC(=N4)C5=CN=CC=C5. Synergy scores: CSS=13.8, Synergy_ZIP=-3.81, Synergy_Bliss=3.11, Synergy_Loewe=-5.00, Synergy_HSA=3.06. Cell line: MDA-MB-435.